This data is from Reaction yield outcomes from USPTO patents with 853,638 reactions. The task is: Predict the reaction yield, written as a fraction of the theoretical maximum amount of product (1.0 means a 100% yield; for example, 0.34 means a 34% yield). The reactants are [OH:1][C:2]1[C:7]([CH2:8][C:9]2([CH2:12][O:13][C:14]3[CH:19]=[CH:18][C:17]([O:20][CH3:21])=[CH:16][CH:15]=3)[CH2:11][CH2:10]2)=[C:6]([CH3:22])[O:5][C:4](=O)[C:3]=1[CH:24]([CH3:26])[CH3:25].[OH-].[NH4+:28]. The catalyst is O1CCOCC1. The product is [OH:1][C:2]1[C:7]([CH2:8][C:9]2([CH2:12][O:13][C:14]3[CH:19]=[CH:18][C:17]([O:20][CH3:21])=[CH:16][CH:15]=3)[CH2:11][CH2:10]2)=[C:6]([CH3:22])[NH:28][C:4](=[O:5])[C:3]=1[CH:24]([CH3:26])[CH3:25]. The yield is 0.750.